Predict the product of the given reaction. From a dataset of Forward reaction prediction with 1.9M reactions from USPTO patents (1976-2016). (1) Given the reactants [F:1][C:2]([F:34])([F:33])[C:3]1[CH:28]=[C:27]([C:29]([F:32])([F:31])[F:30])[CH:26]=[CH:25][C:4]=1[CH2:5][N:6]1[C:14]2[C:9](=[CH:10][C:11]([CH:15]=[C:16]3[S:20][C:19](SCC)=[N:18][C:17]3=[O:24])=[CH:12][CH:13]=2)[CH:8]=[N:7]1.[CH3:35][NH:36][C:37]([C@H:39]1[CH2:44][NH:43][CH2:42][CH2:41][NH:40]1)=[O:38], predict the reaction product. The product is: [F:34][C:2]([F:1])([F:33])[C:3]1[CH:28]=[C:27]([C:29]([F:30])([F:32])[F:31])[CH:26]=[CH:25][C:4]=1[CH2:5][N:6]1[C:14]2[C:9](=[CH:10][C:11]([CH:15]=[C:16]3[S:20][C:19]([N:43]4[CH2:42][CH2:41][NH:40][C@@H:39]([C:37]([NH:36][CH3:35])=[O:38])[CH2:44]4)=[N:18][C:17]3=[O:24])=[CH:12][CH:13]=2)[CH:8]=[N:7]1. (2) Given the reactants [I:1][C:2]1[CH:6]=[CH:5][NH:4][N:3]=1.[H-].[Na+].[F:9][C:10]1[CH:11]=[N:12][CH:13]=[C:14]([F:17])[C:15]=1F, predict the reaction product. The product is: [F:9][C:10]1[CH:11]=[N:12][CH:13]=[C:14]([F:17])[C:15]=1[N:4]1[CH:5]=[CH:6][C:2]([I:1])=[N:3]1.